Task: Regression. Given two drug SMILES strings and cell line genomic features, predict the synergy score measuring deviation from expected non-interaction effect.. Dataset: NCI-60 drug combinations with 297,098 pairs across 59 cell lines Cell line: 786-0. Drug 2: C(=O)(N)NO. Synergy scores: CSS=10.5, Synergy_ZIP=-1.37, Synergy_Bliss=-6.19, Synergy_Loewe=-34.8, Synergy_HSA=-7.03. Drug 1: CC1=C2C(C(=O)C3(C(CC4C(C3C(C(C2(C)C)(CC1OC(=O)C(C(C5=CC=CC=C5)NC(=O)C6=CC=CC=C6)O)O)OC(=O)C7=CC=CC=C7)(CO4)OC(=O)C)O)C)OC(=O)C.